This data is from Full USPTO retrosynthesis dataset with 1.9M reactions from patents (1976-2016). The task is: Predict the reactants needed to synthesize the given product. (1) The reactants are: C(N(CC)CC)C.[CH3:8][C@:9]12[C:15]([CH3:17])([CH3:16])[C@H:12]([CH2:13][CH2:14]1)[CH:11]([C:18](Cl)=[O:19])[C:10]2=O.C(O[C:27]([N:29](C)[NH:30][C:31]1[CH:36]=[C:35]([C:37]([F:40])([F:39])[F:38])[CH:34]=[CH:33][C:32]=1[F:41])=O)(C)(C)C.Cl.O1CCOCC1. Given the product [F:41][C:32]1[CH:33]=[CH:34][C:35]([C:37]([F:40])([F:39])[F:38])=[CH:36][C:31]=1[N:30]1[C:18](=[O:19])[C:11]2[C@@H:12]3[C:15]([CH3:17])([CH3:16])[C@@:9]([CH3:8])([CH2:14][CH2:13]3)[C:10]=2[N:29]1[CH3:27], predict the reactants needed to synthesize it. (2) Given the product [N:9]1[CH:14]=[CH:13][CH:12]=[CH:11][C:10]=1[CH2:15][O:16][C:17]1[CH:22]=[CH:21][C:20]([CH2:23][C:24]2[CH:2]=[C:1]([C:3]3[CH:4]=[N:5][CH:6]=[CH:7][CH:8]=3)[O:26][N:25]=2)=[CH:19][CH:18]=1, predict the reactants needed to synthesize it. The reactants are: [C:1]([C:3]1[CH:4]=[N:5][CH:6]=[CH:7][CH:8]=1)#[CH:2].[N:9]1[CH:14]=[CH:13][CH:12]=[CH:11][C:10]=1[CH2:15][O:16][C:17]1[CH:22]=[CH:21][C:20]([CH2:23][C:24](Cl)=[N:25][OH:26])=[CH:19][CH:18]=1.C(N(CC)CC)C.